This data is from Catalyst prediction with 721,799 reactions and 888 catalyst types from USPTO. The task is: Predict which catalyst facilitates the given reaction. Reactant: [I:1][CH2:2][CH2:3][CH2:4]I.[CH2:6]([O:13][C:14]1[C:15](=[O:20])[NH:16][CH:17]=[CH:18][CH:19]=1)[C:7]1[CH:12]=[CH:11][CH:10]=[CH:9][CH:8]=1.C([O-])([O-])=O.[Na+].[Na+]. Product: [CH2:6]([O:13][C:14]1[C:15](=[O:20])[N:16]([CH2:4][CH2:3][CH2:2][I:1])[CH:17]=[CH:18][CH:19]=1)[C:7]1[CH:8]=[CH:9][CH:10]=[CH:11][CH:12]=1. The catalyst class is: 7.